Dataset: Full USPTO retrosynthesis dataset with 1.9M reactions from patents (1976-2016). Task: Predict the reactants needed to synthesize the given product. (1) Given the product [NH:15]1[C:16]2[CH:26]=[CH:25][CH:24]=[CH:23][C:17]=2[N:18]=[C:14]1[CH2:13][N:2]1[N:3]=[C:4]2[CH:9]=[CH:8][CH:7]=[CH:6][C:5]2=[N:1]1.[NH:15]1[C:16]2[CH:26]=[CH:25][CH:24]=[CH:23][C:17]=2[N:18]=[C:14]1[CH2:13][N:1]1[C:5]2[CH:6]=[CH:7][CH:8]=[CH:9][C:4]=2[N:3]=[N:2]1, predict the reactants needed to synthesize it. The reactants are: [NH:1]1[C:5]2[CH:6]=[CH:7][CH:8]=[CH:9][C:4]=2[N:3]=[N:2]1.[H-].[Na+].I[CH2:13][C:14]1[N:18](S(C)(=O)=O)[C:17]2[CH:23]=[CH:24][CH:25]=[CH:26][C:16]=2[N:15]=1. (2) Given the product [CH3:5][O:6][C:7]1[CH:12]=[C:11]([CH2:3][CH2:2][CH2:1][Br:4])[CH:10]=[CH:9][CH:8]=1, predict the reactants needed to synthesize it. The reactants are: [CH2:1]([Br:4])[CH:2]=[CH2:3].[CH3:5][O:6][C:7]1[CH:8]=[C:9](CCCO)[CH:10]=[CH:11][CH:12]=1. (3) The reactants are: F[C:2]1[CH:7]=[C:6]([N+:8]([O-:10])=[O:9])[CH:5]=[C:4]([I:11])[CH:3]=1.[NH:12]1[CH2:17][CH2:16][O:15][CH2:14][CH2:13]1.CS(C)=O. Given the product [I:11][C:4]1[CH:3]=[C:2]([N:12]2[CH2:17][CH2:16][O:15][CH2:14][CH2:13]2)[CH:7]=[C:6]([N+:8]([O-:10])=[O:9])[CH:5]=1, predict the reactants needed to synthesize it. (4) Given the product [C:2]([S:5][C:9]1[CH:10]=[N:11][CH:12]=[C:13]([CH:16]=1)[C:14]#[N:15])([CH3:4])([CH3:3])[CH3:1], predict the reactants needed to synthesize it. The reactants are: [CH3:1][C:2]([SH:5])([CH3:4])[CH3:3].[H-].[Na+].Br[C:9]1[CH:10]=[N:11][CH:12]=[C:13]([CH:16]=1)[C:14]#[N:15]. (5) Given the product [Br:8][C:5]1[CH:6]=[CH:7][C:2]2[N:1]=[C:14]([CH:13]3[CH2:17][CH2:18][NH:10][CH2:11][CH2:12]3)[O:9][C:3]=2[CH:4]=1, predict the reactants needed to synthesize it. The reactants are: [NH2:1][C:2]1[CH:7]=[CH:6][C:5]([Br:8])=[CH:4][C:3]=1[OH:9].[NH:10]1[CH2:18][CH2:17][CH:13]([C:14](O)=O)[CH2:12][CH2:11]1.[OH-].[Na+].